Dataset: Forward reaction prediction with 1.9M reactions from USPTO patents (1976-2016). Task: Predict the product of the given reaction. (1) The product is: [N:3]1[CH:8]=[CH:7][CH:6]=[CH:5][C:4]=1[CH2:9][N:10]([CH2:11][C:12]1[CH:17]=[CH:16][CH:15]=[CH:14][N:13]=1)[CH2:19][CH2:20][CH2:21][CH2:22][CH3:23]. Given the reactants [OH-].[K+].[N:3]1[CH:8]=[CH:7][CH:6]=[CH:5][C:4]=1[CH2:9][NH:10][CH2:11][C:12]1[CH:17]=[CH:16][CH:15]=[CH:14][N:13]=1.I[CH2:19][CH2:20][CH2:21][CH2:22][CH3:23], predict the reaction product. (2) Given the reactants [S:1]1[C:9]2[CH:8]=[CH:7][N:6]=[CH:5][C:4]=2[CH:3]=[CH:2]1.C([Li])CCC.[B:15](OC(C)C)([O:20]C(C)C)[O:16]C(C)C, predict the reaction product. The product is: [S:1]1[C:9]2[CH:8]=[CH:7][N:6]=[CH:5][C:4]=2[CH:3]=[C:2]1[B:15]([OH:20])[OH:16]. (3) The product is: [Br:12][C:9]1[CH:10]=[CH:11][C:6]2[NH:5][C:4](=[O:15])[N:14]3[N:22]=[CH:16][N:18]=[C:13]3[C:7]=2[CH:8]=1. Given the reactants C(O[C:4](=[O:15])[NH:5][C:6]1[CH:11]=[CH:10][C:9]([Br:12])=[CH:8][C:7]=1[C:13]#[N:14])C.[CH:16]([NH:18]N)=O.O.C[N:22]1C(=O)CCC1, predict the reaction product. (4) Given the reactants C(=O)([O-])[O-].[Cs+].[Cs+].Br[C:8]1[CH:13]=[CH:12][CH:11]=[CH:10][N:9]=1.[C:14]([C@@H:16]1[CH2:25][CH2:24][C:23]2[CH:22]=[C:21]([C@H:26]3[CH2:35][CH2:34][C@@:28]4([NH:32]C(=O)[O:30][CH2:29]4)[CH2:27]3)[CH:20]=[CH:19][C:18]=2[CH2:17]1)#[CH:15], predict the reaction product. The product is: [NH2:32][C@:28]1([CH2:29][OH:30])[CH2:34][CH2:35][C@H:26]([C:21]2[CH:20]=[CH:19][C:18]3[CH2:17][C@H:16]([CH2:14][CH2:15][C:8]4[CH:13]=[CH:12][CH:11]=[CH:10][N:9]=4)[CH2:25][CH2:24][C:23]=3[CH:22]=2)[CH2:27]1. (5) The product is: [N:7]([CH2:6][C:5]1[CH:8]=[CH:9][C:2]([CH3:1])=[CH:3][CH:4]=1)=[C:10]=[O:11]. Given the reactants [CH3:1][C:2]1[CH:9]=[CH:8][C:5]([CH2:6][NH2:7])=[CH:4][CH:3]=1.[C:10](=O)(O)[O-:11].[Na+].C(Cl)(Cl)=O, predict the reaction product. (6) Given the reactants [Br:1][C:2]1[CH:7]=[CH:6][C:5]([CH:8]2[CH2:13][CH2:12][NH:11][CH2:10][CH2:9]2)=[CH:4][CH:3]=1.C(N(CC)CC)C.[C:21](O[C:21]([O:23][C:24]([CH3:27])([CH3:26])[CH3:25])=[O:22])([O:23][C:24]([CH3:27])([CH3:26])[CH3:25])=[O:22].O, predict the reaction product. The product is: [C:24]([O:23][C:21]([N:11]1[CH2:10][CH2:9][CH:8]([C:5]2[CH:6]=[CH:7][C:2]([Br:1])=[CH:3][CH:4]=2)[CH2:13][CH2:12]1)=[O:22])([CH3:27])([CH3:26])[CH3:25]. (7) The product is: [N:15]1([C:2]2[CH:7]=[CH:6][C:5]([NH2:8])=[CH:4][C:3]=2[C:11]([F:14])([F:13])[F:12])[CH:19]=[CH:18][CH:17]=[N:16]1. Given the reactants F[C:2]1[CH:7]=[CH:6][C:5]([N+:8]([O-])=O)=[CH:4][C:3]=1[C:11]([F:14])([F:13])[F:12].[NH:15]1[CH:19]=[CH:18][CH:17]=[N:16]1, predict the reaction product.